This data is from Reaction yield outcomes from USPTO patents with 853,638 reactions. The task is: Predict the reaction yield, written as a fraction of the theoretical maximum amount of product (1.0 means a 100% yield; for example, 0.34 means a 34% yield). (1) The reactants are [Cl:1][C:2]1[CH:12]=[C:11]([Cl:13])[CH:10]=[CH:9][C:3]=1[O:4][CH2:5][C:6]([OH:8])=O.[NH2:14][C:15]1[CH:16]=[C:17]([CH:21]=[CH:22][N:23]=1)[C:18]([NH2:20])=[O:19].C1CN([P+](ON2N=NC3C=CC=CC2=3)(N2CCCC2)N2CCCC2)CC1.F[P-](F)(F)(F)(F)F.CO. The catalyst is CN(C1C=CN=CC=1)C.CN(C=O)C. The product is [Cl:1][C:2]1[CH:12]=[C:11]([Cl:13])[CH:10]=[CH:9][C:3]=1[O:4][CH2:5][C:6]([NH:14][C:15]1[CH:16]=[C:17]([CH:21]=[CH:22][N:23]=1)[C:18]([NH2:20])=[O:19])=[O:8]. The yield is 0.770. (2) The reactants are [CH2:1]([N:8]1[CH2:13][CH2:12][N:11]([C:14]2[CH:22]=[CH:21][CH:20]=[C:19]3[C:15]=2[CH:16]=[N:17][NH:18]3)[CH2:10][CH2:9]1)[C:2]1[CH:7]=[CH:6][CH:5]=[CH:4][CH:3]=1.[H-].[Na+].[C:25]1([S:31]([Cl:34])(=[O:33])=[O:32])[CH:30]=[CH:29][CH:28]=[CH:27][CH:26]=1.C([O-])(O)=O.[Na+]. The catalyst is CN(C)C=O.O. The product is [ClH:34].[CH2:1]([N:8]1[CH2:13][CH2:12][N:11]([C:14]2[CH:22]=[CH:21][CH:20]=[C:19]3[C:15]=2[CH:16]=[N:17][N:18]3[S:31]([C:25]2[CH:30]=[CH:29][CH:28]=[CH:27][CH:26]=2)(=[O:33])=[O:32])[CH2:10][CH2:9]1)[C:2]1[CH:3]=[CH:4][CH:5]=[CH:6][CH:7]=1. The yield is 0.910. (3) The reactants are [OH:1][C:2]1[CH:23]=[CH:22][C:5]([O:6][CH2:7][CH2:8][N:9]2[CH2:14][CH2:13][C:12]([C:16]3[CH:21]=[CH:20][CH:19]=[CH:18][CH:17]=3)([OH:15])[CH2:11][CH2:10]2)=[CH:4][CH:3]=1.BrCCO[C:28]1[CH:33]=[CH:32][C:31](O)=[CH:30][CH:29]=1.OC1(C2C=CC=CC=2)C[CH2:40][NH:39]CC1.CC[N:50](C(C)C)C(C)C. The catalyst is CC#N.C(OCC)(=O)C. The product is [NH:50]1[C:29]2[CH:30]=[CH:31][CH:32]=[CH:33][C:28]=2[N:39]=[C:40]1[O:1][C:2]1[CH:3]=[CH:4][C:5]([O:6][CH2:7][CH2:8][N:9]2[CH2:10][CH2:11][C:12]([C:16]3[CH:17]=[CH:18][CH:19]=[CH:20][CH:21]=3)([OH:15])[CH2:13][CH2:14]2)=[CH:22][CH:23]=1. The yield is 0.770.